Dataset: Catalyst prediction with 721,799 reactions and 888 catalyst types from USPTO. Task: Predict which catalyst facilitates the given reaction. Reactant: [C:1]([O:8][C:9]([CH3:12])([CH3:11])[CH3:10])(=[O:7])[CH2:2][C:3]([O:5][CH3:6])=[O:4].[H-].[Na+].CI.[C:17](OCC)(=O)C. Product: [CH3:17][CH:2]([C:3]([O:5][CH3:6])=[O:4])[C:1]([O:8][C:9]([CH3:12])([CH3:11])[CH3:10])=[O:7]. The catalyst class is: 7.